From a dataset of Full USPTO retrosynthesis dataset with 1.9M reactions from patents (1976-2016). Predict the reactants needed to synthesize the given product. (1) The reactants are: [OH:1][C:2]1[CH:3]=[C:4]([CH:9]=[CH:10][C:11]=1[N+:12]([O-:14])=[O:13])[C:5]([O:7][CH3:8])=[O:6].C(N(CC)CC)C.[F:22][C:23]([F:36])([F:35])[S:24](O[S:24]([C:23]([F:36])([F:35])[F:22])(=[O:26])=[O:25])(=[O:26])=[O:25]. Given the product [N+:12]([C:11]1[CH:10]=[CH:9][C:4]([C:5]([O:7][CH3:8])=[O:6])=[CH:3][C:2]=1[O:1][S:24]([C:23]([F:36])([F:35])[F:22])(=[O:26])=[O:25])([O-:14])=[O:13], predict the reactants needed to synthesize it. (2) Given the product [CH2:8]([N:10]1[C:14](=[S:26])[CH2:13][O:12][C:11]1=[S:16])[CH3:9], predict the reactants needed to synthesize it. The reactants are: C1(C)C=CC=CC=1.[CH2:8]([N:10]1[C:14](=O)[CH2:13][O:12][C:11]1=[S:16])[CH3:9].COC1C=CC(P2(SP(C3C=CC(OC)=CC=3)(=S)S2)=[S:26])=CC=1. (3) Given the product [C:1]([C:5]1[CH:9]=[C:8]([NH:10][C:11]([NH:42][C:41]2[CH:43]=[CH:44][CH:45]=[C:39]([O:38][C:26]3[C:25]4[C:30](=[CH:31][C:32]([O:33][CH2:34][CH2:35][O:36][CH3:37])=[C:23]([O:22][CH3:21])[CH:24]=4)[N:29]=[CH:28][N:27]=3)[CH:40]=2)=[O:19])[N:7]([CH3:20])[N:6]=1)([CH3:2])([CH3:3])[CH3:4], predict the reactants needed to synthesize it. The reactants are: [C:1]([C:5]1[CH:9]=[C:8]([NH:10][C:11](=[O:19])OC2C=CC=CC=2)[N:7]([CH3:20])[N:6]=1)([CH3:4])([CH3:3])[CH3:2].[CH3:21][O:22][C:23]1[CH:24]=[C:25]2[C:30](=[CH:31][C:32]=1[O:33][CH2:34][CH2:35][O:36][CH3:37])[N:29]=[CH:28][N:27]=[C:26]2[O:38][C:39]1[CH:40]=[C:41]([CH:43]=[CH:44][CH:45]=1)[NH2:42].C(N(C(C)C)CC)(C)C. (4) The reactants are: [N+:1]([C:4]1[CH:5]=[C:6]([CH:9]=[CH:10][CH:11]=1)[CH2:7]Br)([O-:3])=[O:2].[P:12]([O:19]CC)([O:16][CH2:17][CH3:18])[O:13][CH2:14][CH3:15]. Given the product [CH2:14]([O:13][P:12]([CH2:7][C:6]1[CH:9]=[CH:10][CH:11]=[C:4]([N+:1]([O-:3])=[O:2])[CH:5]=1)(=[O:19])[O:16][CH2:17][CH3:18])[CH3:15], predict the reactants needed to synthesize it. (5) Given the product [ClH:1].[Cl:1][C:2]1[C:3]2[C:7]([CH:8]=[CH:9][CH:10]=1)=[N:6][N:14]1[C:13]([CH:15]3[CH2:20][CH2:19][NH:18][CH2:17][CH2:16]3)=[CH:12][C:11](=[O:28])[NH:5][C:4]=21, predict the reactants needed to synthesize it. The reactants are: [Cl:1][C:2]1[C:3]2[C:7]([CH:8]=[CH:9][CH:10]=1)=[N:6][N:5]1[C:11](=[O:28])[CH:12]=[C:13]([CH:15]3[CH2:20][CH2:19][N:18](C(OC(C)(C)C)=O)[CH2:17][CH2:16]3)[NH:14][C:4]=21. (6) Given the product [CH2:37]([O:36][C:34](=[O:35])[NH:1][C:2]1[CH:23]=[CH:22][CH:21]=[C:4]([C:5]([C:7]2[C:12](=[O:13])[CH:11]=[CH:10][N:9]([C:14]3[CH:19]=[CH:18][C:17]([Cl:20])=[CH:16][CH:15]=3)[N:8]=2)=[O:6])[CH:3]=1)[CH3:38], predict the reactants needed to synthesize it. The reactants are: [NH2:1][C:2]1[CH:3]=[C:4]([CH:21]=[CH:22][CH:23]=1)[C:5]([C:7]1[C:12](=[O:13])[CH:11]=[CH:10][N:9]([C:14]2[CH:19]=[CH:18][C:17]([Cl:20])=[CH:16][CH:15]=2)[N:8]=1)=[O:6].CCN(C(C)C)C(C)C.Cl[C:34]([O:36][CH2:37][CH3:38])=[O:35]. (7) Given the product [N:9]1([C:13]([C:15]2[CH:16]=[C:17]([Cl:43])[C:18]([O:21][C:22]3[CH:23]=[C:24]([CH:28]=[C:29]([O:31][C@@H:32]([CH3:42])[CH2:33][O:34][Si:35]([C:38]([CH3:40])([CH3:41])[CH3:39])([CH3:36])[CH3:37])[CH:30]=3)[C:25]([NH:44][C:45]3[CH:50]=[N:49][C:48]([CH3:51])=[CH:47][N:46]=3)=[O:26])=[N:19][CH:20]=2)=[O:14])[CH2:10][CH2:11][CH2:12]1, predict the reactants needed to synthesize it. The reactants are: ClC(N(C)C)=C(C)C.[N:9]1([C:13]([C:15]2[CH:16]=[C:17]([Cl:43])[C:18]([O:21][C:22]3[CH:23]=[C:24]([CH:28]=[C:29]([O:31][C@@H:32]([CH3:42])[CH2:33][O:34][Si:35]([C:38]([CH3:41])([CH3:40])[CH3:39])([CH3:37])[CH3:36])[CH:30]=3)[C:25](O)=[O:26])=[N:19][CH:20]=2)=[O:14])[CH2:12][CH2:11][CH2:10]1.[NH2:44][C:45]1[CH:50]=[N:49][C:48]([CH3:51])=[CH:47][N:46]=1.N1C=CC=CC=1.